Dataset: Catalyst prediction with 721,799 reactions and 888 catalyst types from USPTO. Task: Predict which catalyst facilitates the given reaction. (1) Reactant: [Br:1][C:2]1[CH:7]=[C:6]2[NH:8][C:9](=O)[C:10]3([CH2:13][S:12][CH2:11]3)[C:5]2=[CH:4][CH:3]=1.COCCO[AlH2-]OCCOC.[Na+]. Product: [Br:1][C:2]1[CH:7]=[C:6]2[NH:8][CH2:9][C:10]3([CH2:13][S:12][CH2:11]3)[C:5]2=[CH:4][CH:3]=1. The catalyst class is: 11. (2) Reactant: O.[NH2:2][NH2:3].[CH2:4]([O:6][C:7](=[O:16])[C:8](=O)[CH2:9][C:10](=O)[CH2:11][CH2:12][CH3:13])[CH3:5]. Product: [CH2:4]([O:6][C:7]([C:8]1[NH:2][N:3]=[C:10]([CH2:11][CH2:12][CH3:13])[CH:9]=1)=[O:16])[CH3:5]. The catalyst class is: 15.